This data is from Ames mutagenicity test results for genotoxicity prediction. The task is: Regression/Classification. Given a drug SMILES string, predict its toxicity properties. Task type varies by dataset: regression for continuous values (e.g., LD50, hERG inhibition percentage) or binary classification for toxic/non-toxic outcomes (e.g., AMES mutagenicity, cardiotoxicity, hepatotoxicity). Dataset: ames. (1) The drug is Nc1ccc(/C=C/c2ccc(N)cc2)cc1. The result is 1 (mutagenic). (2) The result is 0 (non-mutagenic). The compound is CCN1CCNC(=O)C1=O. (3) The drug is CC(=O)c1cccc2c1OC1(C)OOC21C. The result is 1 (mutagenic). (4) The drug is ClC/C=C/CCl. The result is 1 (mutagenic). (5) The molecule is Oc1c2nc3ccccc3c-2nnn1/N=C/c1ccc(-c2ccccc2)cc1. The result is 0 (non-mutagenic).